This data is from Merck oncology drug combination screen with 23,052 pairs across 39 cell lines. The task is: Regression. Given two drug SMILES strings and cell line genomic features, predict the synergy score measuring deviation from expected non-interaction effect. (1) Drug 1: C=CCn1c(=O)c2cnc(Nc3ccc(N4CCN(C)CC4)cc3)nc2n1-c1cccc(C(C)(C)O)n1. Drug 2: C#Cc1cccc(Nc2ncnc3cc(OCCOC)c(OCCOC)cc23)c1. Cell line: UWB1289. Synergy scores: synergy=71.4. (2) Drug 1: CS(=O)(=O)CCNCc1ccc(-c2ccc3ncnc(Nc4ccc(OCc5cccc(F)c5)c(Cl)c4)c3c2)o1. Drug 2: CC1(c2nc3c(C(N)=O)cccc3[nH]2)CCCN1. Cell line: A427. Synergy scores: synergy=-26.0. (3) Drug 1: Nc1ccn(C2OC(CO)C(O)C2(F)F)c(=O)n1. Synergy scores: synergy=-4.23. Cell line: SKOV3. Drug 2: CCN(CC)CCNC(=O)c1c(C)[nH]c(C=C2C(=O)Nc3ccc(F)cc32)c1C. (4) Drug 1: N.N.O=C(O)C1(C(=O)O)CCC1.[Pt]. Drug 2: Cn1cc(-c2cnn3c(N)c(Br)c(C4CCCNC4)nc23)cn1. Cell line: OVCAR3. Synergy scores: synergy=46.5. (5) Drug 1: O=S1(=O)NC2(CN1CC(F)(F)F)C1CCC2Cc2cc(C=CCN3CCC(C(F)(F)F)CC3)ccc2C1. Drug 2: Cn1cc(-c2cnn3c(N)c(Br)c(C4CCCNC4)nc23)cn1. Cell line: RPMI7951. Synergy scores: synergy=17.1. (6) Drug 1: CCC1(O)CC2CN(CCc3c([nH]c4ccccc34)C(C(=O)OC)(c3cc4c(cc3OC)N(C)C3C(O)(C(=O)OC)C(OC(C)=O)C5(CC)C=CCN6CCC43C65)C2)C1. Drug 2: NC(=O)c1cccc2cn(-c3ccc(C4CCCNC4)cc3)nc12. Cell line: SKOV3. Synergy scores: synergy=21.1. (7) Drug 2: COC1=C2CC(C)CC(OC)C(O)C(C)C=C(C)C(OC(N)=O)C(OC)C=CC=C(C)C(=O)NC(=CC1=O)C2=O. Cell line: NCIH23. Drug 1: NC(=O)c1cccc2cn(-c3ccc(C4CCCNC4)cc3)nc12. Synergy scores: synergy=-14.2.